From a dataset of Forward reaction prediction with 1.9M reactions from USPTO patents (1976-2016). Predict the product of the given reaction. Given the reactants ClC(OC(C)C)=O.[CH2:8]([O:10][C:11]([C:13]1[CH:14]=[CH:15][C:16]2[S:21][CH:20]([CH2:22][CH2:23][CH2:24][C:25]3[CH:30]=[CH:29][C:28]([O:31][CH3:32])=[CH:27][CH:26]=3)[C:19](=[O:33])[N:18]([CH2:34][C:35]([OH:37])=O)[C:17]=2[CH:38]=1)=[O:12])[CH3:9].CN1CCOCC1.C[Si](C)(C)[O:48][NH2:49].Cl, predict the reaction product. The product is: [OH:48][NH:49][C:35](=[O:37])[CH2:34][N:18]1[C:17]2[CH:38]=[C:13]([C:11]([O:10][CH2:8][CH3:9])=[O:12])[CH:14]=[CH:15][C:16]=2[S:21][CH:20]([CH2:22][CH2:23][CH2:24][C:25]2[CH:26]=[CH:27][C:28]([O:31][CH3:32])=[CH:29][CH:30]=2)[C:19]1=[O:33].